From a dataset of Peptide-MHC class II binding affinity with 134,281 pairs from IEDB. Regression. Given a peptide amino acid sequence and an MHC pseudo amino acid sequence, predict their binding affinity value. This is MHC class II binding data. The peptide sequence is KELKGAYVYFASDAS. The MHC is DRB1_0401 with pseudo-sequence DRB1_0401. The binding affinity (normalized) is 0.785.